This data is from KCNQ2 potassium channel screen with 302,405 compounds. The task is: Binary Classification. Given a drug SMILES string, predict its activity (active/inactive) in a high-throughput screening assay against a specified biological target. (1) The compound is S(c1[nH]nc(c2c(NC(=O)CCC)cccc2)c(=O)n1)C. The result is 0 (inactive). (2) The drug is O(c1ccc(n2nc(c(=O)cc2)C(OC)=O)cc1)C. The result is 0 (inactive). (3) The compound is Brc1c(c2n(nnn2)c2ccc(cc2)C)cccc1. The result is 0 (inactive). (4) The drug is O1C(CCC1)C(=O)N(Cc1ccc(OCC=C)cc1)C. The result is 0 (inactive). (5) The molecule is O(c1c(c2nc3c(c(c2)C(O)=O)cccc3)ccc(OC)c1)C. The result is 0 (inactive). (6) The drug is O1C(C1C)(C(=O)C1=NNCC1c1ccccc1)C. The result is 0 (inactive). (7) The compound is O(c1c2c(n(c(=O)c1)C)cccc2)CC(=O)N(c1c(ccc(c1)C)C)C. The result is 0 (inactive). (8) The molecule is s1c(C(N(c2ccccc2)C(=O)c2snc(c2N)C(=O)N)C(=O)NC2CCCC2)ccc1. The result is 0 (inactive).